This data is from Forward reaction prediction with 1.9M reactions from USPTO patents (1976-2016). The task is: Predict the product of the given reaction. Given the reactants [Br:1][C:2]1[S:3][C:4](Br)=[CH:5][CH:6]=1.[N:8]1[NH:9][C:10](=[O:14])[CH:11]=[CH:12][CH:13]=1.C(=O)([O-])[O-].[K+].[K+].CN[C@@H]1CCCC[C@H]1NC, predict the reaction product. The product is: [Br:1][C:2]1[S:3][C:4]([N:9]2[C:10](=[O:14])[CH:11]=[CH:12][CH:13]=[N:8]2)=[CH:5][CH:6]=1.